From a dataset of Catalyst prediction with 721,799 reactions and 888 catalyst types from USPTO. Predict which catalyst facilitates the given reaction. (1) Reactant: CO[C:3]([C:5]1([N:13]([C:20](=[O:32])[CH2:21][C:22]2[C:27]([CH:28]=[CH2:29])=[CH:26][C:25]([CH3:30])=[CH:24][C:23]=2[CH3:31])[O:14][CH:15]2[CH2:19][CH2:18][CH2:17][O:16]2)[CH2:10][CH2:9][N:8]([O:11][CH3:12])[CH2:7][CH2:6]1)=[O:4].C[O-].[Na+].[Cl-].[NH4+].Cl. Product: [CH3:31][C:23]1[CH:24]=[C:25]([CH3:30])[CH:26]=[C:27]([CH:28]=[CH2:29])[C:22]=1[C:21]1[C:20](=[O:32])[N:13]([O:14][CH:15]2[CH2:19][CH2:18][CH2:17][O:16]2)[C:5]2([CH2:6][CH2:7][N:8]([O:11][CH3:12])[CH2:9][CH2:10]2)[C:3]=1[OH:4]. The catalyst class is: 9. (2) Reactant: [Si:1]([O:18][C:19]1[CH:27]=[C:26]2[C:22]([C:23]([Cl:28])=[N:24][NH:25]2)=[CH:21][CH:20]=1)([C:14]([CH3:17])([CH3:16])[CH3:15])([C:8]1[CH:13]=[CH:12][CH:11]=[CH:10][CH:9]=1)[C:2]1[CH:7]=[CH:6][CH:5]=[CH:4][CH:3]=1.C(N(CC)CC)C.[CH3:36][C:37]([O:40][C:41](O[C:41]([O:40][C:37]([CH3:39])([CH3:38])[CH3:36])=[O:42])=[O:42])([CH3:39])[CH3:38].C(OCC)(=O)C. Product: [Si:1]([O:18][C:19]1[CH:27]=[C:26]2[C:22]([C:23]([Cl:28])=[N:24][N:25]2[C:41]([O:40][C:37]([CH3:39])([CH3:38])[CH3:36])=[O:42])=[CH:21][CH:20]=1)([C:14]([CH3:17])([CH3:15])[CH3:16])([C:2]1[CH:7]=[CH:6][CH:5]=[CH:4][CH:3]=1)[C:8]1[CH:13]=[CH:12][CH:11]=[CH:10][CH:9]=1. The catalyst class is: 1. (3) Reactant: [CH2:1]([O:3][C:4](=[O:15])[C:5]1[CH:10]=[CH:9][C:8]([N+:11]([O-])=O)=[CH:7][C:6]=1[F:14])[CH3:2].[Sn].Cl. Product: [CH2:1]([O:3][C:4](=[O:15])[C:5]1[CH:10]=[CH:9][C:8]([NH2:11])=[CH:7][C:6]=1[F:14])[CH3:2]. The catalyst class is: 7. (4) Reactant: [CH2:1]([O:3][C:4](=[O:7])[CH2:5]Cl)[CH3:2].[C:8]([O:12][CH2:13][CH3:14])(=[O:11])[CH:9]=[CH2:10].[H-].[Na+]. Product: [C@@H:9]1([C:8]([O:12][CH2:13][CH3:14])=[O:11])[CH2:10][C@H:5]1[C:4]([O:3][CH2:1][CH3:2])=[O:7]. The catalyst class is: 3.